This data is from Catalyst prediction with 721,799 reactions and 888 catalyst types from USPTO. The task is: Predict which catalyst facilitates the given reaction. (1) Reactant: [N+:1]([C:4]1[CH:13]=[CH:12][CH:11]=[C:10]2[C:5]=1[CH:6]=[CH:7][C:8](=[O:14])[NH:9]2)([O-])=O.[H][H]. Product: [NH2:1][C:4]1[CH:13]=[CH:12][CH:11]=[C:10]2[C:5]=1[CH:6]=[CH:7][C:8](=[O:14])[NH:9]2. The catalyst class is: 407. (2) Reactant: [Br:1][C:2]1[CH:13]=[CH:12][C:5]([O:6][CH2:7][C:8]([O:10]C)=[O:9])=[C:4]([CH:14]=[C:15]2[S:19][C:18](=[N:20][C:21]3[CH:26]=[CH:25][C:24]([Cl:27])=[CH:23][CH:22]=3)[NH:17][C:16]2=[O:28])[CH:3]=1.[OH-].[K+].O. Product: [Br:1][C:2]1[CH:13]=[CH:12][C:5]([O:6][CH2:7][C:8]([OH:10])=[O:9])=[C:4]([CH:14]=[C:15]2[S:19][C:18](=[N:20][C:21]3[CH:26]=[CH:25][C:24]([Cl:27])=[CH:23][CH:22]=3)[NH:17][C:16]2=[O:28])[CH:3]=1. The catalyst class is: 5.